Dataset: Full USPTO retrosynthesis dataset with 1.9M reactions from patents (1976-2016). Task: Predict the reactants needed to synthesize the given product. (1) Given the product [Cl:1][C:2]1[CH:7]=[CH:6][CH:5]=[C:4]([Cl:8])[C:3]=1[NH:9][C:10]([NH:12][C:13]1[S:14][C:15]([CH:25]([CH3:27])[CH3:26])=[CH:16][C:17]=1[C:18]([OH:20])=[O:19])=[O:11], predict the reactants needed to synthesize it. The reactants are: [Cl:1][C:2]1[CH:7]=[CH:6][CH:5]=[C:4]([Cl:8])[C:3]=1[NH:9][C:10]([NH:12][C:13]1[S:14][C:15]([CH:25]([CH3:27])[CH3:26])=[CH:16][C:17]=1[C:18]([O:20]C(C)(C)C)=[O:19])=[O:11].C(O)(C(F)(F)F)=O. (2) Given the product [CH3:21][O:20][C:16]1[C:17]([O:18][CH3:19])=[C:12]([O:11][CH3:10])[CH:13]=[C:14]([CH3:22])[C:15]=1[C:1]([C:2]1[CH:7]=[CH:6][CH:5]=[CH:4][CH:3]=1)=[O:8], predict the reactants needed to synthesize it. The reactants are: [C:1](Br)(=[O:8])[C:2]1[CH:7]=[CH:6][CH:5]=[CH:4][CH:3]=1.[CH3:10][O:11][C:12]1[CH:13]=[C:14]([CH3:22])[CH:15]=[C:16]([O:20][CH3:21])[C:17]=1[O:18][CH3:19].